From a dataset of Reaction yield outcomes from USPTO patents with 853,638 reactions. Predict the reaction yield, written as a fraction of the theoretical maximum amount of product (1.0 means a 100% yield; for example, 0.34 means a 34% yield). (1) The reactants are [CH:1]([C:4]1[C:9]([C:10]([F:13])([F:12])[F:11])=[C:8]([S:14][C:15]2[CH:20]=[CH:19][CH:18]=[CH:17][CH:16]=2)[CH:7]=[CH:6][C:5]=1[C:21]1[CH:26]=[CH:25][N+:24]([O-])=[CH:23][CH:22]=1)([CH3:3])[CH3:2]. The catalyst is O=P(Cl)(Cl)Cl. The product is [CH:1]([C:4]1[C:9]([C:10]([F:13])([F:11])[F:12])=[C:8]([S:14][C:15]2[CH:20]=[CH:19][CH:18]=[CH:17][CH:16]=2)[CH:7]=[CH:6][C:5]=1[C:21]1[CH:26]=[CH:25][N:24]=[CH:23][CH:22]=1)([CH3:3])[CH3:2]. The yield is 0.820. (2) The reactants are [CH3:1][O:2][C:3]1[C:4]([CH3:15])=[C:5]([CH2:12][C:13]#[N:14])[CH:6]=[CH:7][C:8]=1[N+:9]([O-])=O. The catalyst is C(O)C.[Pd]. The product is [NH2:9][C:8]1[CH:7]=[CH:6][C:5]([CH2:12][C:13]#[N:14])=[C:4]([CH3:15])[C:3]=1[O:2][CH3:1]. The yield is 1.00. (3) The reactants are [Cl:1][C:2]1[CH:3]=[C:4]([CH2:9][O:10][C:11]2[C:23]([F:24])=[CH:22][C:14]([C:15]([O:17]C(C)(C)C)=[O:16])=[C:13]([F:25])[CH:12]=2)[CH:5]=[N:6][C:7]=1[Cl:8].C(O)(C(F)(F)F)=O. The yield is 0.500. The product is [Cl:1][C:2]1[CH:3]=[C:4]([CH2:9][O:10][C:11]2[C:23]([F:24])=[CH:22][C:14]([C:15]([OH:17])=[O:16])=[C:13]([F:25])[CH:12]=2)[CH:5]=[N:6][C:7]=1[Cl:8]. The catalyst is C(Cl)Cl. (4) The reactants are [Br:1][C:2]1[CH:3]=[C:4]([OH:8])[CH:5]=[N:6][CH:7]=1.C(=O)([O-])[O-].[K+].[K+].Br[CH2:16][C:17]1[CH:22]=[CH:21][CH:20]=[CH:19][CH:18]=1. The catalyst is CN(C=O)C. The product is [CH2:16]([O:8][C:4]1[CH:5]=[N:6][CH:7]=[C:2]([Br:1])[CH:3]=1)[C:17]1[CH:22]=[CH:21][CH:20]=[CH:19][CH:18]=1. The yield is 0.398. (5) The reactants are [NH2:1][CH2:2][CH2:3][N:4]([CH3:15])[CH2:5][CH2:6][NH:7][C:8](=[O:14])[O:9][C:10]([CH3:13])([CH3:12])[CH3:11].[C:16](O)(=[O:23])[C:17]1[CH:22]=[CH:21][CH:20]=[N:19][CH:18]=1.CCN=C=NCCCN(C)C. The catalyst is CC#N.CCOC(C)=O. The product is [CH3:15][N:4]([CH2:3][CH2:2][NH:1][C:16](=[O:23])[C:17]1[CH:22]=[CH:21][CH:20]=[N:19][CH:18]=1)[CH2:5][CH2:6][NH:7][C:8](=[O:14])[O:9][C:10]([CH3:11])([CH3:12])[CH3:13]. The yield is 0.300. (6) The reactants are Br[C:2]1[N:7]=[C:6]([C:8]([O:10][CH3:11])=[O:9])[CH:5]=[CH:4][C:3]=1[F:12].[F:13][C:14]1[C:15](B2OC(C)(C)C(C)(C)O2)=[C:16]([F:23])[C:17]2[O:21][CH2:20][CH2:19][C:18]=2[CH:22]=1. No catalyst specified. The product is [F:13][C:14]1[C:15]([C:2]2[N:7]=[C:6]([C:8]([O:10][CH3:11])=[O:9])[CH:5]=[CH:4][C:3]=2[F:12])=[C:16]([F:23])[C:17]2[O:21][CH2:20][CH2:19][C:18]=2[CH:22]=1. The yield is 0.900. (7) The reactants are [CH3:1][CH2:2][CH2:3][CH2:4][NH:5][C:6]1[CH:7]=[C:8]([C:23](O)=[O:24])[CH:9]=[C:10]([S:19]([NH2:22])(=[O:21])=[O:20])[C:11]=1[O:12]C1C=CC=CC=1.C(N=C=NCCCN(C)C)C.ON1[C:42]2[CH:43]=[CH:44][CH:45]=[CH:46][C:41]=2N=N1.[CH2:47]([NH:54][CH2:55][C:56]1[CH:61]=[CH:60][CH:59]=[CH:58][CH:57]=1)[C:48]1[CH:53]=[CH:52][CH:51]=[CH:50][CH:49]=1.[Cl-].[NH4+]. The catalyst is CN(C)C=O. The product is [CH2:55]([N:54]([CH2:47][C:48]1[CH:53]=[CH:52][CH:51]=[CH:50][CH:49]=1)[C:23](=[O:24])[C:8]1[CH:7]=[C:6]([NH:5][CH2:4][CH2:3][CH2:2][CH3:1])[C:11]([O:12][C:41]2[CH:46]=[CH:45][CH:44]=[CH:43][CH:42]=2)=[C:10]([S:19]([NH2:22])(=[O:20])=[O:21])[CH:9]=1)[C:56]1[CH:61]=[CH:60][CH:59]=[CH:58][CH:57]=1. The yield is 0.750.